From a dataset of Forward reaction prediction with 1.9M reactions from USPTO patents (1976-2016). Predict the product of the given reaction. (1) The product is: [Cl:11][C:12]1[CH:13]=[C:14]([NH:20][CH:21]([CH3:23])[CH3:22])[C:15]([CH:18]=[O:19])=[CH:16][N:17]=1. Given the reactants CS(C)=O.C(Cl)(=O)C(Cl)=O.[Cl:11][C:12]1[N:17]=[CH:16][C:15]([CH2:18][OH:19])=[C:14]([NH:20][CH:21]([CH3:23])[CH3:22])[CH:13]=1.CCN(CC)CC, predict the reaction product. (2) Given the reactants [F:1][C:2]1[CH:3]=[CH:4][C:5]([OH:12])=[C:6]([CH:11]=1)[C:7]([O:9][CH3:10])=[O:8].[C:13]([C:17]1[CH:24]=[CH:23][C:20]([CH2:21]Cl)=[CH:19][CH:18]=1)([CH3:16])([CH3:15])[CH3:14].C(=O)([O-])[O-].[K+].[K+].[I-].[K+], predict the reaction product. The product is: [C:13]([C:17]1[CH:18]=[CH:19][C:20]([CH2:21][O:12][C:5]2[CH:4]=[CH:3][C:2]([F:1])=[CH:11][C:6]=2[C:7]([O:9][CH3:10])=[O:8])=[CH:23][CH:24]=1)([CH3:16])([CH3:14])[CH3:15]. (3) The product is: [CH2:1]([O:8][C:9]([N:11]1[CH2:16][C@H:15]([O:17][CH2:18][C:19]2[CH:20]=[CH:21][C:22]3[O:27][CH2:26][CH2:25][N:24]([CH2:28][CH2:29][CH2:30][O:31][CH3:32])[C:23]=3[CH:33]=2)[C@@H:14]([C:34]2[CH:39]=[CH:38][C:37]([O:40][CH3:41])=[CH:36][CH:35]=2)[CH2:13][C@H:12]1[CH2:42][CH2:43][CH2:44][O:45][C:46]1[CH:51]=[CH:50][CH:49]=[CH:48][CH:47]=1)=[O:10])[C:2]1[CH:7]=[CH:6][CH:5]=[CH:4][CH:3]=1. Given the reactants [CH2:1]([O:8][C:9]([N:11]1[CH2:16][C@H:15]([O:17][CH2:18][C:19]2[CH:20]=[CH:21][C:22]3[O:27][CH2:26][CH2:25][N:24]([CH2:28][CH2:29][CH2:30][O:31][CH3:32])[C:23]=3[CH:33]=2)[C@@H:14]([C:34]2[CH:39]=[CH:38][C:37]([O:40][CH3:41])=[CH:36][CH:35]=2)[CH2:13][C@H:12]1[CH2:42][CH2:43][CH2:44][OH:45])=[O:10])[C:2]1[CH:7]=[CH:6][CH:5]=[CH:4][CH:3]=1.[C:46]1(P([C:46]2[CH:51]=[CH:50][CH:49]=[CH:48][CH:47]=2)[C:46]2[CH:51]=[CH:50][CH:49]=[CH:48][CH:47]=2)[CH:51]=[CH:50][CH:49]=[CH:48][CH:47]=1.CC(OC(/N=N/C(OC(C)C)=O)=O)C, predict the reaction product. (4) Given the reactants [CH2:1]([C:3]1[N:7]2[CH2:8][CH2:9][NH:10][CH2:11][C:6]2=[N:5][N:4]=1)[CH3:2].[Cl:12][C:13]1[CH:14]=[C:15]([NH:20][C:21]2[C:30]3[C:25](=[CH:26][C:27]([O:36][CH3:37])=[C:28]([O:31][CH2:32][CH2:33][CH2:34]Cl)[CH:29]=3)[N:24]=[CH:23][N:22]=2)[CH:16]=[CH:17][C:18]=1[F:19].C(Cl)Cl, predict the reaction product. The product is: [Cl:12][C:13]1[CH:14]=[C:15]([NH:20][C:21]2[C:30]3[C:25](=[CH:26][C:27]([O:36][CH3:37])=[C:28]([O:31][CH2:32][CH2:33][CH2:34][N:10]4[CH2:9][CH2:8][N:7]5[C:3]([CH2:1][CH3:2])=[N:4][N:5]=[C:6]5[CH2:11]4)[CH:29]=3)[N:24]=[CH:23][N:22]=2)[CH:16]=[CH:17][C:18]=1[F:19].